The task is: Predict the reaction yield, written as a fraction of the theoretical maximum amount of product (1.0 means a 100% yield; for example, 0.34 means a 34% yield).. This data is from Reaction yield outcomes from USPTO patents with 853,638 reactions. The reactants are [Br:1][C:2]1[CH:7]=[C:6]2[N:8]=[CH:9][C:10]3([CH2:15][CH2:14][S:13][CH2:12][CH2:11]3)[C:5]2=[CH:4][CH:3]=1.[Br:16][C:17]1[CH:22]=[CH:21][CH:20]=[C:19]2[N:23]=[CH:24][C:25]3([CH2:30][CH2:29][S:28][CH2:27][CH2:26]3)[C:18]=12.COCCO[AlH2-]OCCOC.[Na+]. The catalyst is C1(C)C=CC=CC=1. The product is [Br:1][C:2]1[CH:7]=[C:6]2[NH:8][CH2:9][C:10]3([CH2:15][CH2:14][S:13][CH2:12][CH2:11]3)[C:5]2=[CH:4][CH:3]=1.[Br:16][C:17]1[CH:22]=[CH:21][CH:20]=[C:19]2[NH:23][CH2:24][C:25]3([CH2:30][CH2:29][S:28][CH2:27][CH2:26]3)[C:18]=12. The yield is 0.360.